This data is from Catalyst prediction with 721,799 reactions and 888 catalyst types from USPTO. The task is: Predict which catalyst facilitates the given reaction. (1) Reactant: [CH3:1][C:2]1[N:6]([C:7]2[N:15]=[C:14]3[C:10]([N:11]=[C:12]([CH:17]=O)[N:13]3[CH3:16])=[C:9]([N:19]3[CH2:24][CH2:23][O:22][CH2:21][CH2:20]3)[N:8]=2)[C:5]2[CH:25]=[CH:26][CH:27]=[CH:28][C:4]=2[N:3]=1.[NH:29]1[CH2:32][CH:31]([C:33]([OH:36])([CH3:35])[CH3:34])[CH2:30]1.COC(OC)OC.C(O)(=O)C.C(O[BH-](OC(=O)C)OC(=O)C)(=O)C.[Na+]. Product: [CH3:16][N:13]1[C:12]([CH2:17][N:29]2[CH2:32][CH:31]([C:33]([OH:36])([CH3:35])[CH3:34])[CH2:30]2)=[N:11][C:10]2[C:14]1=[N:15][C:7]([N:6]1[C:5]3[CH:25]=[CH:26][CH:27]=[CH:28][C:4]=3[N:3]=[C:2]1[CH3:1])=[N:8][C:9]=2[N:19]1[CH2:20][CH2:21][O:22][CH2:23][CH2:24]1. The catalyst class is: 26. (2) Reactant: CCN(C(C)C)C(C)C.[C:10]([O:13][CH2:14][CH2:15][C:16]1[C:21]([N+:22]([O-:24])=[O:23])=[CH:20][CH:19]=[C:18]([NH2:25])[C:17]=1[F:26])(=[O:12])[CH3:11].[F:27][C:28]([F:38])([C:32]1[CH:37]=[CH:36][CH:35]=[CH:34][CH:33]=1)[C:29](Cl)=[O:30]. Product: [C:10]([O:13][CH2:14][CH2:15][C:16]1[C:21]([N+:22]([O-:24])=[O:23])=[CH:20][CH:19]=[C:18]([NH:25][C:29](=[O:30])[C:28]([F:27])([F:38])[C:32]2[CH:37]=[CH:36][CH:35]=[CH:34][CH:33]=2)[C:17]=1[F:26])(=[O:12])[CH3:11]. The catalyst class is: 2. (3) Reactant: [NH:1]1[C:9]2[CH:8]=[CH:7][CH:6]=[C:5]([C:10]#[N:11])[C:4]=2[CH:3]=[N:2]1.Cl.[NH2:13][OH:14].C(=O)(O)[O-].[Na+]. Product: [OH:14][NH:13][C:10]([C:5]1[C:4]2[CH:3]=[N:2][NH:1][C:9]=2[CH:8]=[CH:7][CH:6]=1)=[NH:11]. The catalyst class is: 5.